This data is from Catalyst prediction with 721,799 reactions and 888 catalyst types from USPTO. The task is: Predict which catalyst facilitates the given reaction. (1) Reactant: [Li]CCCC.C(NC(C)C)(C)C.[S:13]1[CH:17]=[CH:16][C:15]2[C:18]([C:22]([OH:24])=[O:23])=[CH:19][CH:20]=[CH:21][C:14]1=2.[B:25](OC(C)C)([O:30]C(C)C)[O:26]C(C)C. Product: [C:22]([C:18]1[C:15]2[CH:16]=[C:17]([B:25]([OH:30])[OH:26])[S:13][C:14]=2[CH:21]=[CH:20][CH:19]=1)([OH:24])=[O:23]. The catalyst class is: 1. (2) Reactant: Br[C:2]1[C:14]2[C:13]3[C:8](=[CH:9][C:10]([C:15]([OH:18])([CH3:17])[CH3:16])=[CH:11][CH:12]=3)[NH:7][C:6]=2[C:5]([C:19]([NH2:21])=[O:20])=[CH:4][C:3]=1[F:22].[F:23][C:24]1[C:33]2[N:28]([C:29](=[O:51])[N:30]([C:35]3[CH:40]=[CH:39][CH:38]=[C:37](B4OC(C)(C)C(C)(C)O4)[C:36]=3[CH3:50])[C:31](=[O:34])[CH:32]=2)[CH:27]=[CH:26][CH:25]=1.C([O-])([O-])=O.[Cs+].[Cs+]. Product: [F:22][C:3]1[CH:4]=[C:5]([C:19]([NH2:21])=[O:20])[C:6]2[NH:7][C:8]3[C:13]([C:14]=2[C:2]=1[C:37]1[CH:38]=[CH:39][CH:40]=[C:35]([N:30]2[C:31](=[O:34])[CH:32]=[C:33]4[C:24]([F:23])=[CH:25][CH:26]=[CH:27][N:28]4[C:29]2=[O:51])[C:36]=1[CH3:50])=[CH:12][CH:11]=[C:10]([C:15]([OH:18])([CH3:17])[CH3:16])[CH:9]=3. The catalyst class is: 669. (3) Reactant: CC1C=CC(S(O[CH2:12][CH:13]2[O:18][C:17]3[CH:19]=[C:20]([O:23][S:24]([C:27]([F:30])([F:29])[F:28])(=[O:26])=[O:25])[CH:21]=[CH:22][C:16]=3[O:15][CH2:14]2)(=O)=O)=CC=1.[CH3:31][NH:32][CH2:33][CH3:34]. Product: [F:28][C:27]([F:30])([F:29])[S:24]([O:23][C:20]1[CH:21]=[CH:22][C:16]2[O:15][CH2:14][CH:13]([CH2:12][N:32]([CH2:33][CH3:34])[CH3:31])[O:18][C:17]=2[CH:19]=1)(=[O:26])=[O:25]. The catalyst class is: 10. (4) Reactant: C1C=CC(P(C2C(C3C(P(C4C=CC=CC=4)C4C=CC=CC=4)=CC=C4C=3C=CC=C4)=C3C(C=CC=C3)=CC=2)C2C=CC=CC=2)=CC=1.[CH3:47][O:48][C:49]1[C:58]2[C:53](=[CH:54][CH:55]=[CH:56][CH:57]=2)[CH:52]=[CH:51][C:50]=1[NH2:59].Br[C:61]1[CH:70]=[CH:69][C:64]([C:65]([O:67][CH3:68])=[O:66])=[CH:63][CH:62]=1.C(=O)([O-])[O-].[Cs+].[Cs+]. Product: [CH3:68][O:67][C:65](=[O:66])[C:64]1[CH:69]=[CH:70][C:61]([NH:59][C:50]2[CH:51]=[CH:52][C:53]3[C:58](=[CH:57][CH:56]=[CH:55][CH:54]=3)[C:49]=2[O:48][CH3:47])=[CH:62][CH:63]=1. The catalyst class is: 164. (5) Reactant: C(=O)=O.CCO.[CH2:7]([N:14]1[C:18]2[CH:19]=[CH:20][C:21]([C:23](=[O:26])[CH2:24][CH3:25])=[CH:22][C:17]=2[O:16][C:15]1=[O:27])[C:8]1[CH:13]=[CH:12][CH:11]=[CH:10][CH:9]=1.I[CH:29]([CH2:34][CH2:35][CH3:36])[C:30]([O:32][CH3:33])=[O:31].Cl. Product: [CH2:7]([N:14]1[C:18]2[CH:19]=[CH:20][C:21]([C:23](=[O:26])[CH:24]([CH:29]([CH2:34][CH2:35][CH3:36])[C:30]([O:32][CH3:33])=[O:31])[CH3:25])=[CH:22][C:17]=2[O:16][C:15]1=[O:27])[C:8]1[CH:9]=[CH:10][CH:11]=[CH:12][CH:13]=1. The catalyst class is: 1. (6) Reactant: [C:1]([O:7][C:8]1[CH:21]=[C:20]([CH:22]=C)[C:11]2[C:12]([CH2:15][C:16]([O:18][CH3:19])=[O:17])=[CH:13][S:14][C:10]=2[CH:9]=1)(=[O:6])[C:2]([CH3:5])([CH3:4])[CH3:3].CC(C)=[O:26].C[N+]1([O-])CCOCC1. Product: [C:1]([O:7][C:8]1[CH:21]=[C:20]([CH:22]=[O:26])[C:11]2[C:12]([CH2:15][C:16]([O:18][CH3:19])=[O:17])=[CH:13][S:14][C:10]=2[CH:9]=1)(=[O:6])[C:2]([CH3:3])([CH3:4])[CH3:5]. The catalyst class is: 578.